This data is from Reaction yield outcomes from USPTO patents with 853,638 reactions. The task is: Predict the reaction yield, written as a fraction of the theoretical maximum amount of product (1.0 means a 100% yield; for example, 0.34 means a 34% yield). (1) The reactants are [CH:1]1([CH2:4][O:5][C:6]2[CH:11]=[CH:10][CH:9]=[C:8]([O:12]CC3C=CC(OC)=CC=3)[C:7]=2[C:22]2[CH:23]=[C:24]([NH:33][CH2:34][CH2:35][NH:36]C(=O)OC(C)(C)C)[C:25]3[CH2:30][O:29][C:28](=[O:31])[NH:27][C:26]=3[N:32]=2)[CH2:3][CH2:2]1.[ClH:44]. The catalyst is O1CCOCC1. The product is [ClH:44].[NH2:36][CH2:35][CH2:34][NH:33][C:24]1[C:25]2[CH2:30][O:29][C:28](=[O:31])[NH:27][C:26]=2[N:32]=[C:22]([C:7]2[C:8]([OH:12])=[CH:9][CH:10]=[CH:11][C:6]=2[O:5][CH2:4][CH:1]2[CH2:3][CH2:2]2)[CH:23]=1. The yield is 0.590. (2) The product is [CH2:13]([C:17]1[N:18]([CH2:32][C:33]2[CH:34]=[CH:35][C:36]([C:39]3[CH:44]=[CH:43][CH:42]=[CH:41][C:40]=3[C:45]3[NH:3][C:4](=[O:7])[O:5][N:46]=3)=[CH:37][CH:38]=2)[C:19](=[O:31])[C:20]([C:24]2[C:25]([CH3:30])=[N:26][O:27][C:28]=2[CH3:29])=[C:21]([CH3:23])[N:22]=1)[CH2:14][CH2:15][CH3:16]. The catalyst is O. The yield is 0.190. The reactants are [Cl-].O[NH3+:3].[C:4](=[O:7])([O-])[OH:5].[Na+].CS(C)=O.[CH2:13]([C:17]1[N:18]([CH2:32][C:33]2[CH:38]=[CH:37][C:36]([C:39]3[C:40]([C:45]#[N:46])=[CH:41][CH:42]=[CH:43][CH:44]=3)=[CH:35][CH:34]=2)[C:19](=[O:31])[C:20]([C:24]2[C:25]([CH3:30])=[N:26][O:27][C:28]=2[CH3:29])=[C:21]([CH3:23])[N:22]=1)[CH2:14][CH2:15][CH3:16]. (3) The reactants are [F:1][C:2]([F:8])([F:7])[CH2:3][C:4](O)=[O:5].CN(C(ON1N=NC2C=CC=NC1=2)=[N+](C)C)C.F[P-](F)(F)(F)(F)F.C(N(C(C)C)CC)(C)C.[C:42]1([C:48]2[O:49][C:50]3[CH:56]=[CH:55][C:54]([NH2:57])=[CH:53][C:51]=3[CH:52]=2)[CH:47]=[CH:46][CH:45]=[CH:44][CH:43]=1. The catalyst is ClCCl.C(OCC)(=O)C. The product is [C:42]1([C:48]2[O:49][C:50]3[CH:56]=[CH:55][C:54]([NH:57][C:4](=[O:5])[CH2:3][C:2]([F:8])([F:7])[F:1])=[CH:53][C:51]=3[CH:52]=2)[CH:43]=[CH:44][CH:45]=[CH:46][CH:47]=1. The yield is 0.280. (4) The reactants are [F:1][C:2]1[CH:11]=[CH:10][C:5]([C:6]([NH:8][NH2:9])=[O:7])=[CH:4][CH:3]=1.[Cl:12][C:13]1[C:14]([CH3:29])=[C:15]([NH:21][C@H:22]([C@H:26]([OH:28])[CH3:27])[C:23](O)=[O:24])[CH:16]=[CH:17][C:18]=1[C:19]#[N:20]. No catalyst specified. The product is [Cl:12][C:13]1[C:14]([CH3:29])=[C:15]([NH:21][C@H:22]([C@H:26]([OH:28])[CH3:27])[C:23]([NH:9][NH:8][C:6](=[O:7])[C:5]2[CH:10]=[CH:11][C:2]([F:1])=[CH:3][CH:4]=2)=[O:24])[CH:16]=[CH:17][C:18]=1[C:19]#[N:20]. The yield is 0.540. (5) The reactants are ClC(Cl)(Cl)CO[C:5](=[O:28])[NH:6][C:7]1[C:8]([CH3:27])=[C:9]([CH3:26])[C:10]2[O:14][CH2:13][CH:12]([C:15]3[CH:20]=[CH:19][C:18]([CH:21]([CH3:23])[CH3:22])=[CH:17][CH:16]=3)[C:11]=2[C:24]=1[CH3:25].[OH:31][CH2:32][CH2:33][NH2:34]. No catalyst specified. The product is [OH:31][CH2:32][CH2:33][NH:34][C:5]([NH:6][C:7]1[C:8]([CH3:27])=[C:9]([CH3:26])[C:10]2[O:14][CH2:13][CH:12]([C:15]3[CH:16]=[CH:17][C:18]([CH:21]([CH3:22])[CH3:23])=[CH:19][CH:20]=3)[C:11]=2[C:24]=1[CH3:25])=[O:28]. The yield is 0.890. (6) The reactants are [Br:1][C:2]1[C:7]2[N:8]([CH:14]3[CH2:16][CH2:15]3)[C:9]([C@@H:11]([NH2:13])[CH3:12])=[N:10][C:6]=2[CH:5]=[CH:4][C:3]=1[F:17].[NH2:18][C:19]1[C:24]([C:25]#[N:26])=[C:23](Cl)[N:22]=[CH:21][N:20]=1.CCN(C(C)C)C(C)C. The product is [NH2:18][C:19]1[C:24]([C:25]#[N:26])=[C:23]([NH:13][C@H:11]([C:9]2[N:8]([CH:14]3[CH2:15][CH2:16]3)[C:7]3[C:2]([Br:1])=[C:3]([F:17])[CH:4]=[CH:5][C:6]=3[N:10]=2)[CH3:12])[N:22]=[CH:21][N:20]=1. The catalyst is CC(O)C.CO. The yield is 0.770. (7) The reactants are [CH2:1]([N:3]([CH2:37][CH3:38])[C:4]([C:6]1[CH:15]=[CH:14][C:13]2[C:8](=[CH:9][CH:10]=[CH:11][C:12]=2[N:16]=[CH:17][C:18]([OH:36])([C:32]([F:35])([F:34])[F:33])[CH2:19][C:20]([C:23]2[CH:28]=[C:27]([F:29])[CH:26]=[CH:25][C:24]=2[O:30][CH3:31])([CH3:22])[CH3:21])[N:7]=1)=[O:5])[CH3:2].[BH4-].[Na+].[Cl-].[Na+].C(OCC)(=O)C. The catalyst is C(O)C.[Ti]. The product is [CH2:37]([N:3]([CH2:1][CH3:2])[C:4]([C:6]1[CH:15]=[CH:14][C:13]2[C:8](=[CH:9][CH:10]=[CH:11][C:12]=2[NH:16][CH2:17][C:18]([OH:36])([C:32]([F:34])([F:33])[F:35])[CH2:19][C:20]([C:23]2[CH:28]=[C:27]([F:29])[CH:26]=[CH:25][C:24]=2[O:30][CH3:31])([CH3:21])[CH3:22])[N:7]=1)=[O:5])[CH3:38]. The yield is 0.920.